This data is from Full USPTO retrosynthesis dataset with 1.9M reactions from patents (1976-2016). The task is: Predict the reactants needed to synthesize the given product. (1) Given the product [C:20]([N:19]([C:10]1[O:11][C@H:12]([C:15]([F:18])([F:17])[F:16])[C@H:13]([F:14])[C@:8]([C:6]2[C:5]([F:29])=[CH:4][CH:3]=[C:2]([Br:1])[N:7]=2)([CH3:28])[N:9]=1)[C:30](=[O:31])[O:32][C:33]([CH3:36])([CH3:35])[CH3:34])(=[O:27])[C:21]1[CH:26]=[CH:25][CH:24]=[CH:23][CH:22]=1, predict the reactants needed to synthesize it. The reactants are: [Br:1][C:2]1[N:7]=[C:6]([C@:8]2([CH3:28])[C@@H:13]([F:14])[C@@H:12]([C:15]([F:18])([F:17])[F:16])[O:11][C:10]([NH:19][C:20](=[O:27])[C:21]3[CH:26]=[CH:25][CH:24]=[CH:23][CH:22]=3)=[N:9]2)[C:5]([F:29])=[CH:4][CH:3]=1.[C:30](O[C:30]([O:32][C:33]([CH3:36])([CH3:35])[CH3:34])=[O:31])([O:32][C:33]([CH3:36])([CH3:35])[CH3:34])=[O:31].C(N(CC)CC)C. (2) Given the product [N+:29]([C:26]1[CH:27]=[CH:28][C:23]([NH:22][CH2:21][CH2:20][NH:19][C:2]2[N:7]=[CH:6][C:5]([C:8]([O:10][CH2:11][CH3:12])=[O:9])=[C:4]([C:13]3[CH:18]=[CH:17][CH:16]=[CH:15][CH:14]=3)[CH:3]=2)=[N:24][CH:25]=1)([O-:31])=[O:30], predict the reactants needed to synthesize it. The reactants are: Cl[C:2]1[N:7]=[CH:6][C:5]([C:8]([O:10][CH2:11][CH3:12])=[O:9])=[C:4]([C:13]2[CH:18]=[CH:17][CH:16]=[CH:15][CH:14]=2)[CH:3]=1.[NH2:19][CH2:20][CH2:21][NH:22][C:23]1[CH:28]=[CH:27][C:26]([N+:29]([O-:31])=[O:30])=[CH:25][N:24]=1.CCN(C(C)C)C(C)C.CC(N(C)C)=O. (3) Given the product [F:1][C:2]1[C:7]([O:8][CH3:9])=[CH:6][C:5]([O:10][CH3:11])=[C:4]([F:12])[C:3]=1[N:13]1[CH2:18][C:17]2[CH:19]=[N:20][C:21]3[N:25]([S:26]([C:29]4[CH:30]=[CH:31][CH:32]=[CH:33][CH:34]=4)(=[O:27])=[O:28])[C:24]([CH:47]=[O:48])=[CH:23][C:22]=3[C:16]=2[N:15]([CH3:35])[C:14]1=[O:36], predict the reactants needed to synthesize it. The reactants are: [F:1][C:2]1[C:7]([O:8][CH3:9])=[CH:6][C:5]([O:10][CH3:11])=[C:4]([F:12])[C:3]=1[N:13]1[CH2:18][C:17]2[CH:19]=[N:20][C:21]3[N:25]([S:26]([C:29]4[CH:34]=[CH:33][CH:32]=[CH:31][CH:30]=4)(=[O:28])=[O:27])[CH:24]=[CH:23][C:22]=3[C:16]=2[N:15]([CH3:35])[C:14]1=[O:36].C([N-]C(C)C)(C)C.[Li+].CN(C)[CH:47]=[O:48]. (4) Given the product [Cl:1][C:2]1[N:7]=[C:6]2[C:5]([NH:14][C:18](=[O:19])[N:8]2[CH:9]([CH2:12][CH3:13])[CH2:10][CH3:11])=[CH:4][N:3]=1, predict the reactants needed to synthesize it. The reactants are: [Cl:1][C:2]1[N:7]=[C:6]([NH:8][CH:9]([CH2:12][CH3:13])[CH2:10][CH3:11])[C:5]([NH2:14])=[CH:4][N:3]=1.CN([CH:18]=[O:19])C.C(N1C=CN=C1)(N1C=CN=C1)=O. (5) Given the product [CH3:18][O:17][C:12]1[CH:13]=[C:14]2[C:9](=[CH:10][CH:11]=1)[N:8]=[CH:7][C:6]1[S:5][CH2:4][CH:3]([CH2:2][N:26]3[CH2:27][CH:28]([NH:30][C:42]([C:39]4[CH:40]=[CH:41][C:35]5[S:34][CH2:33][C:32](=[O:31])[NH:37][C:36]=5[CH:38]=4)=[O:43])[CH2:29]3)[CH2:16][C:15]2=1, predict the reactants needed to synthesize it. The reactants are: Br[CH2:2][CH:3]1[CH2:16][C:15]2[C:14]3[C:9](=[CH:10][CH:11]=[C:12]([O:17][CH3:18])[CH:13]=3)[N:8]=[CH:7][C:6]=2[S:5][CH2:4]1.C(OC([N:26]1[CH2:29][CH:28]([NH2:30])[CH2:27]1)=O)(C)(C)C.[O:31]=[C:32]1[NH:37][C:36]2[CH:38]=[C:39]([C:42](O)=[O:43])[CH:40]=[CH:41][C:35]=2[S:34][CH2:33]1. (6) Given the product [O:14]=[C:12]1[C:8]2[NH:9][C:5]([C:3]([O:2][CH3:1])=[O:4])=[CH:6][C:7]=2[CH2:10][CH2:11]1, predict the reactants needed to synthesize it. The reactants are: [CH3:1][O:2][C:3]([C:5]1[NH:9][CH:8]=[C:7]([CH2:10][CH2:11][C:12]([OH:14])=O)[CH:6]=1)=[O:4].ClCCCl.C(=O)(O)[O-].[Na+]. (7) Given the product [CH3:1][O:2][C:3](=[O:65])[C@@H:4]([NH:20][C:21]([CH:23]1[CH2:32][C:31]2[CH:30]=[C:29]3[O:33][CH2:34][C@H:35]([C:37]4[CH:38]=[CH:39][C:40]([O:43][CH2:44][C:45]5[CH:50]=[CH:49][C:48]([Cl:51])=[C:47]([Cl:52])[CH:46]=5)=[CH:41][CH:42]=4)[O:36][C:28]3=[CH:27][C:26]=2[CH2:25][N:24]1[S:53]([C:56]1[S:60][C:59]([NH2:61])=[N:58][CH:57]=1)(=[O:55])=[O:54])=[O:22])[CH2:5][C:6]1[CH:7]=[CH:8][C:9]([C:12]2[CH:17]=[CH:16][C:15]([C:18]#[N:19])=[CH:14][CH:13]=2)=[CH:10][CH:11]=1, predict the reactants needed to synthesize it. The reactants are: [CH3:1][O:2][C:3](=[O:65])[C@@H:4]([NH:20][C:21]([CH:23]1[CH2:32][C:31]2[CH:30]=[C:29]3[O:33][CH2:34][C@H:35]([C:37]4[CH:42]=[CH:41][C:40]([O:43][CH2:44][C:45]5[CH:50]=[CH:49][C:48]([Cl:51])=[C:47]([Cl:52])[CH:46]=5)=[CH:39][CH:38]=4)[O:36][C:28]3=[CH:27][C:26]=2[CH2:25][N:24]1[S:53]([C:56]1[S:60][C:59]([NH:61]C(=O)C)=[N:58][CH:57]=1)(=[O:55])=[O:54])=[O:22])[CH2:5][C:6]1[CH:11]=[CH:10][C:9]([C:12]2[CH:17]=[CH:16][C:15]([C:18]#[N:19])=[CH:14][CH:13]=2)=[CH:8][CH:7]=1.Cl.